Predict the product of the given reaction. From a dataset of Forward reaction prediction with 1.9M reactions from USPTO patents (1976-2016). Given the reactants I[C:2]1[CH:7]=[CH:6][CH:5]=[C:4]([CH2:8][S:9][CH3:10])[CH:3]=1.CC(C)([O-])C.[Na+].[NH:17]1[CH2:22][CH2:21][NH:20][CH2:19][CH2:18]1, predict the reaction product. The product is: [CH3:10][S:9][CH2:8][C:4]1[CH:3]=[C:2]([N:17]2[CH2:22][CH2:21][NH:20][CH2:19][CH2:18]2)[CH:7]=[CH:6][CH:5]=1.